From a dataset of Reaction yield outcomes from USPTO patents with 853,638 reactions. Predict the reaction yield, written as a fraction of the theoretical maximum amount of product (1.0 means a 100% yield; for example, 0.34 means a 34% yield). (1) The reactants are [Br:1][C:2]1[CH:3]=[CH:4][C:5]2[O:14][CH2:13][CH2:12][C:11]3[C:7](=[N:8][NH:9][CH:10]=3)[C:6]=2[CH:15]=1.[CH:16]([N:19]1[CH:23]=[N:22][N:21]=[C:20]1S(C)(=O)=O)([CH3:18])[CH3:17].C(=O)([O-])[O-].[Cs+].[Cs+]. The catalyst is C1COCC1. The product is [Br:1][C:2]1[CH:3]=[CH:4][C:5]2[O:14][CH2:13][CH2:12][C:11]3[C:7](=[N:8][N:9]([C:20]4[N:19]([CH:16]([CH3:18])[CH3:17])[CH:23]=[N:22][N:21]=4)[CH:10]=3)[C:6]=2[CH:15]=1. The yield is 0.430. (2) The reactants are [O:1]=[C:2]([NH:17][C:18]1[S:19][CH:20]=[CH:21][N:22]=1)[CH2:3][N:4]1[CH2:9][CH2:8][N:7]([C:10]([O:12][C:13]([CH3:16])([CH3:15])[CH3:14])=[O:11])[CH2:6][CH2:5]1.[H-].[Na+].[CH3:25]I. The catalyst is CN(C=O)C. The product is [CH3:25][N:17]([C:18]1[S:19][CH:20]=[CH:21][N:22]=1)[C:2](=[O:1])[CH2:3][N:4]1[CH2:9][CH2:8][N:7]([C:10]([O:12][C:13]([CH3:16])([CH3:14])[CH3:15])=[O:11])[CH2:6][CH2:5]1. The yield is 0.620.